Dataset: Full USPTO retrosynthesis dataset with 1.9M reactions from patents (1976-2016). Task: Predict the reactants needed to synthesize the given product. (1) The reactants are: [NH:1]1[CH2:6][CH2:5][CH2:4][CH2:3][C@H:2]1[C:7]([OH:9])=[O:8].C(N(CC)CC)C.[C:17](Cl)(=[O:21])[CH:18]([CH3:20])[CH3:19]. Given the product [C:17]([N:1]1[CH2:6][CH2:5][CH2:4][CH2:3][C@H:2]1[C:7]([OH:9])=[O:8])(=[O:21])[CH:18]([CH3:20])[CH3:19], predict the reactants needed to synthesize it. (2) Given the product [Cl:31][C:32]1[CH:33]=[CH:34][C:35]([O:19][C:15]([CH3:16])([CH3:14])[C:17]#[CH:18])=[C:36]([CH:41]=1)[C:37]([O:39][CH3:40])=[O:38], predict the reactants needed to synthesize it. The reactants are: FC(F)(F)C(OC(=O)C(F)(F)F)=O.[CH3:14][C:15]([OH:19])([C:17]#[CH:18])[CH3:16].C1CCN2C(=NCCC2)CC1.[Cl:31][C:32]1[CH:33]=[CH:34][C:35](O)=[C:36]([CH:41]=1)[C:37]([O:39][CH3:40])=[O:38].[Cl-].[NH4+]. (3) Given the product [Cl:32][C:33]1[CH:38]=[C:37]([C:4](=[O:29])[CH2:5][C@H:6]([C:14]2[CH:19]=[CH:18][C:17]([C:20]3[CH:21]=[CH:22][C:23]([C:26]([OH:28])=[O:27])=[CH:24][CH:25]=3)=[CH:16][CH:15]=2)[C:7]2[CH:12]=[CH:11][CH:10]=[CH:9][C:8]=2[CH3:13])[CH:36]=[C:35]([Cl:40])[N:34]=1, predict the reactants needed to synthesize it. The reactants are: CON(C)[C:4](=[O:29])[CH2:5][C@H:6]([C:14]1[CH:19]=[CH:18][C:17]([C:20]2[CH:25]=[CH:24][C:23]([C:26]([OH:28])=[O:27])=[CH:22][CH:21]=2)=[CH:16][CH:15]=1)[C:7]1[CH:12]=[CH:11][CH:10]=[CH:9][C:8]=1[CH3:13].[Li].[Cl:32][C:33]1[CH:38]=[C:37](I)[CH:36]=[C:35]([Cl:40])[N:34]=1. (4) Given the product [NH2:1][C:2]1[CH:3]=[CH:4][CH:5]=[C:6]2[C:11]=1[N:10]([CH2:23][C:24]1[CH:29]=[CH:28][CH:27]=[CH:26][CH:25]=1)[C:9](=[O:12])[CH:8]([NH:13][C:14](=[O:20])[O:15][C:16]([CH3:17])([CH3:19])[CH3:18])[CH2:7]2, predict the reactants needed to synthesize it. The reactants are: [NH2:1][C:2]1[CH:3]=[CH:4][CH:5]=[C:6]2[C:11]=1[NH:10][C:9](=[O:12])[CH:8]([NH:13][C:14](=[O:20])[O:15][C:16]([CH3:19])([CH3:18])[CH3:17])[CH2:7]2.[H-].[Na+].[CH2:23](Br)[C:24]1[CH:29]=[CH:28][CH:27]=[CH:26][CH:25]=1. (5) Given the product [C:1]([NH:4][C:5]1[C:10]([C:11]2[C:12]([CH3:26])=[CH:13][C:14]([OH:18])=[CH:15][C:16]=2[CH3:17])=[CH:9][C:8]([C:27]([O:29][CH2:30][CH3:31])=[O:28])=[CH:7][CH:6]=1)(=[O:3])[CH3:2], predict the reactants needed to synthesize it. The reactants are: [C:1]([NH:4][C:5]1[C:10]([C:11]2[C:16]([CH3:17])=[CH:15][C:14]([O:18]CC3C=CC=CC=3)=[CH:13][C:12]=2[CH3:26])=[CH:9][C:8]([C:27]([O:29][CH2:30][CH3:31])=[O:28])=[CH:7][CH:6]=1)(=[O:3])[CH3:2]. (6) Given the product [F:1][C:2]([CH3:29])([CH3:28])[CH2:3][N:4]1[CH2:9][CH2:8][CH:7]([CH2:10][NH:11][C:12]2[CH:17]=[CH:16][C:15]([C:18]3[CH:19]=[CH:20][C:21]([C:24]([OH:26])=[O:25])=[CH:22][CH:23]=3)=[CH:14][CH:13]=2)[CH2:6][CH2:5]1, predict the reactants needed to synthesize it. The reactants are: [F:1][C:2]([CH3:29])([CH3:28])[CH2:3][N:4]1[CH2:9][CH2:8][CH:7]([CH2:10][NH:11][C:12]2[CH:17]=[CH:16][C:15]([C:18]3[CH:23]=[CH:22][C:21]([C:24]([O:26]C)=[O:25])=[CH:20][CH:19]=3)=[CH:14][CH:13]=2)[CH2:6][CH2:5]1.O[Li].O. (7) Given the product [F:1][C:2]1[CH:7]=[CH:6][C:5]([F:8])=[CH:4][C:3]=1[S:9][CH2:10][CH2:11][N:12]1[CH2:17][CH2:16][O:15][C:14]([CH2:22][CH2:23][CH2:24][C:25]2[C:34]3[C:29](=[CH:30][CH:31]=[C:32]([O:35][CH3:36])[CH:33]=3)[N:28]=[CH:27][C:26]=2[F:37])([C:18]([OH:20])=[O:19])[CH2:13]1, predict the reactants needed to synthesize it. The reactants are: [F:1][C:2]1[CH:7]=[CH:6][C:5]([F:8])=[CH:4][C:3]=1[S:9][CH2:10][CH2:11][N:12]1[CH2:17][CH2:16][O:15][C:14]([CH2:22][CH2:23][CH2:24][C:25]2[C:34]3[C:29](=[CH:30][CH:31]=[C:32]([O:35][CH3:36])[CH:33]=3)[N:28]=[CH:27][C:26]=2[F:37])([C:18]([O:20]C)=[O:19])[CH2:13]1.CO.[OH-].[Na+].Cl. (8) Given the product [CH2:12]([O:11][C:9]([N:4]1[CH2:5][CH2:6][C:7]2[N:27]=[C:25]([C:24]3[CH:28]=[CH:29][C:21]([O:20][CH3:19])=[CH:22][CH:23]=3)[S:26][C:2]=2[CH2:3]1)=[O:10])[C:13]1[CH:18]=[CH:17][CH:16]=[CH:15][CH:14]=1, predict the reactants needed to synthesize it. The reactants are: Br[CH:2]1[C:7](=O)[CH2:6][CH2:5][N:4]([C:9]([O:11][CH2:12][C:13]2[CH:18]=[CH:17][CH:16]=[CH:15][CH:14]=2)=[O:10])[CH2:3]1.[CH3:19][O:20][C:21]1[CH:29]=[CH:28][C:24]([C:25]([NH2:27])=[S:26])=[CH:23][CH:22]=1.